From a dataset of Forward reaction prediction with 1.9M reactions from USPTO patents (1976-2016). Predict the product of the given reaction. (1) Given the reactants Cl[C:2]1[CH:7]=[CH:6][N:5]=[C:4]2[NH:8][C:9]([C:11]3[CH:16]=[CH:15][C:14]([N:17]4[CH2:22][CH2:21][O:20][CH2:19][CH2:18]4)=[CH:13][CH:12]=3)=[N:10][C:3]=12.[O:23]1[CH2:28][CH2:27][CH:26]([O:29][C:30]2[C:31]([C:45]#[N:46])=[N:32][C:33](B3OC(C)(C)C(C)(C)O3)=[CH:34][CH:35]=2)[CH2:25][CH2:24]1.C([O-])([O-])=O.[Cs+].[Cs+], predict the reaction product. The product is: [O:20]1[CH2:21][CH2:22][N:17]([C:14]2[CH:15]=[CH:16][C:11]([C:9]3[NH:8][C:4]4=[N:5][CH:6]=[CH:7][C:2]([C:33]5[N:32]=[C:31]([C:45]#[N:46])[C:30]([O:29][CH:26]6[CH2:27][CH2:28][O:23][CH2:24][CH2:25]6)=[CH:35][CH:34]=5)=[C:3]4[N:10]=3)=[CH:12][CH:13]=2)[CH2:18][CH2:19]1. (2) Given the reactants [CH3:1][O:2][C:3](=[O:13])[C:4]1[CH:9]=[C:8]([F:10])[C:7]([CH3:11])=[C:6]([NH2:12])[CH:5]=1.[CH:14]([N:17](CC)C(C)C)(C)[CH3:15].BrCC#N.O, predict the reaction product. The product is: [C:14]([CH2:15][NH:12][C:6]1[CH:5]=[C:4]([CH:9]=[C:8]([F:10])[C:7]=1[CH3:11])[C:3]([O:2][CH3:1])=[O:13])#[N:17]. (3) Given the reactants [CH2:1]([O:8][C:9]([N:11]1[CH2:16][CH2:15][CH:14]([OH:17])[CH:13]([OH:18])[CH2:12]1)=[O:10])[C:2]1[CH:7]=[CH:6][CH:5]=[CH:4][CH:3]=1.N1C=CC=CC=1.[CH3:25][S:26](Cl)(=[O:28])=[O:27], predict the reaction product. The product is: [CH2:1]([O:8][C:9]([N:11]1[CH2:16][CH2:15][CH:14]([O:17][S:26]([CH3:25])(=[O:28])=[O:27])[CH:13]([O:18][S:26]([CH3:25])(=[O:28])=[O:27])[CH2:12]1)=[O:10])[C:2]1[CH:3]=[CH:4][CH:5]=[CH:6][CH:7]=1. (4) The product is: [CH2:1]([C:8]1[C:17]2[C:12](=[CH:13][CH:14]=[CH:15][CH:16]=2)[C:11]([N:19]2[CH2:24][CH2:23][NH:22][CH2:21][CH2:20]2)=[N:10][N:9]=1)[C:2]1[CH:7]=[CH:6][CH:5]=[CH:4][CH:3]=1. Given the reactants [CH2:1]([C:8]1[C:17]2[C:12](=[CH:13][CH:14]=[CH:15][CH:16]=2)[C:11](Cl)=[N:10][N:9]=1)[C:2]1[CH:7]=[CH:6][CH:5]=[CH:4][CH:3]=1.[NH:19]1[CH2:24][CH2:23][NH:22][CH2:21][CH2:20]1.CN1C(=O)CCC1.C(N(CC)CC)C, predict the reaction product. (5) Given the reactants Cl[C:2]1[N:7]=[C:6]([S:8][CH2:9][C:10]2[CH:11]=[C:12]([CH:16]=[CH:17][CH:18]=2)[C:13]([NH2:15])=[O:14])[C:5]([C:19]#[N:20])=[C:4]([C:21]2[CH:26]=[CH:25][C:24]([O:27][CH:28]3[CH2:32][CH2:31][O:30][CH2:29]3)=[CH:23][CH:22]=2)[C:3]=1[C:33]#[N:34].[NH2:35][CH2:36][C@H:37]([OH:40])[CH2:38][OH:39].CS(C)=O, predict the reaction product. The product is: [C:19]([C:5]1[C:6]([S:8][CH2:9][C:10]2[CH:11]=[C:12]([CH:16]=[CH:17][CH:18]=2)[C:13]([NH2:15])=[O:14])=[N:7][C:2]([NH:35][CH2:36][C@H:37]([OH:40])[CH2:38][OH:39])=[C:3]([C:33]#[N:34])[C:4]=1[C:21]1[CH:26]=[CH:25][C:24]([O:27][CH:28]2[CH2:32][CH2:31][O:30][CH2:29]2)=[CH:23][CH:22]=1)#[N:20].